This data is from Reaction yield outcomes from USPTO patents with 853,638 reactions. The task is: Predict the reaction yield, written as a fraction of the theoretical maximum amount of product (1.0 means a 100% yield; for example, 0.34 means a 34% yield). (1) The reactants are [CH2:1]([N:3]([CH2:14][CH3:15])[C:4](=[O:13])[C:5]1[CH:10]=[CH:9][C:8]([I:11])=[C:7]([OH:12])[CH:6]=1)[CH3:2].C([O-])([O-])=O.[K+].[K+].Br[CH2:23][CH:24]1[CH2:26][CH2:25]1. The catalyst is CN(C=O)C.C(#N)C.O. The product is [CH:24]1([CH2:23][O:12][C:7]2[CH:6]=[C:5]([CH:10]=[CH:9][C:8]=2[I:11])[C:4]([N:3]([CH2:1][CH3:2])[CH2:14][CH3:15])=[O:13])[CH2:26][CH2:25]1. The yield is 0.630. (2) The reactants are [C:1]([C:5]1[S:13][C:12]2[C:11](Cl)=[N:10][C:9]([C:15]([C:17]3[CH:22]=[CH:21][C:20]([F:23])=[CH:19][CH:18]=3)=[O:16])=[N:8][C:7]=2[CH:6]=1)([CH3:4])([CH3:3])[CH3:2].[NH:24]1[CH:28]=[CH:27][C:26]([NH2:29])=[N:25]1.[CH3:30]CN(C(C)C)C(C)C. The catalyst is CN(C=O)C.O. The product is [C:1]([C:5]1[S:13][C:12]2[C:11]([NH:29][C:26]3[CH:27]=[C:28]([CH3:30])[NH:24][N:25]=3)=[N:10][C:9]([C:15]([C:17]3[CH:22]=[CH:21][C:20]([F:23])=[CH:19][CH:18]=3)=[O:16])=[N:8][C:7]=2[CH:6]=1)([CH3:4])([CH3:3])[CH3:2]. The yield is 0.900. (3) The reactants are C[Si](C)(C)CCOC[N:7]1[C:11]2[N:12]=[CH:13][N:14]=[C:15]([C:16]3[CH:17]=[N:18][N:19]([CH:21]4[CH2:26][CH2:25][CH2:24][CH:23]([CH2:27][C:28]#[N:29])[CH2:22]4)[CH:20]=3)[C:10]=2[CH:9]=[CH:8]1.[C:32]([OH:38])([C:34]([F:37])([F:36])[F:35])=[O:33].C(N)CN. The catalyst is C(Cl)Cl. The product is [F:35][C:34]([F:37])([F:36])[C:32]([OH:38])=[O:33].[N:12]1[C:11]2[NH:7][CH:8]=[CH:9][C:10]=2[C:15]([C:16]2[CH:17]=[N:18][N:19]([CH:21]3[CH2:26][CH2:25][CH2:24][CH:23]([CH2:27][C:28]#[N:29])[CH2:22]3)[CH:20]=2)=[N:14][CH:13]=1. The yield is 0.830. (4) The reactants are [C:1]1([C:7]2[N:12]=[C:11]([N:13]3[CH2:18][CH2:17][N:16](C(OC(C)(C)C)=O)[CH2:15][CH2:14]3)[CH:10]=[N:9][CH:8]=2)[CH:6]=[CH:5][CH:4]=[CH:3][CH:2]=1.C(OCC)(=O)C.[ClH:32]. No catalyst specified. The product is [ClH:32].[ClH:32].[C:1]1([C:7]2[CH:8]=[N:9][CH:10]=[C:11]([N:13]3[CH2:18][CH2:17][NH:16][CH2:15][CH2:14]3)[N:12]=2)[CH:2]=[CH:3][CH:4]=[CH:5][CH:6]=1. The yield is 0.930.